Dataset: Catalyst prediction with 721,799 reactions and 888 catalyst types from USPTO. Task: Predict which catalyst facilitates the given reaction. (1) Reactant: FC1C=C([C:11]2[N:16]=[C:15]3[N:17]([CH2:20][C:21]4[CH:22]=[C:23]5[C:28](=[CH:29][CH:30]=4)[N:27]=[CH:26][CH:25]=[CH:24]5)[N:18]=[N:19][C:14]3=[CH:13][CH:12]=2)C=C(F)C=1C(O)=O.[Cl:32][C:33]1[CH:34]=[C:35](B(O)O)[CH:36]=[CH:37][C:38]=1[C:39]([O:41][CH3:42])=[O:40].[C:46]([O-])(=O)C.[K+]. Product: [Cl:32][C:33]1[CH:34]=[C:35]([C:11]2[N:16]=[C:15]3[N:17]([CH2:20][C:21]4[CH:22]=[C:23]5[C:28](=[CH:29][CH:30]=4)[N:27]=[C:26]([CH3:46])[CH:25]=[CH:24]5)[N:18]=[N:19][C:14]3=[CH:13][CH:12]=2)[CH:36]=[CH:37][C:38]=1[C:39]([O:41][CH3:42])=[O:40]. The catalyst class is: 12. (2) Reactant: [CH2:1]([C:5]1[CH:6]=[C:7]2[C:12](=[C:13]([O:15][CH:16]3[CH2:21][CH2:20][NH:19][CH2:18][CH2:17]3)[CH:14]=1)[N:11]=[CH:10][CH:9]=[CH:8]2)[CH2:2][CH2:3][CH3:4].[CH:22]([CH:24]1[CH2:29][CH2:28][N:27]([C:30]([O:32][C:33]([CH3:36])([CH3:35])[CH3:34])=[O:31])[CH2:26][CH2:25]1)=O.C(O)(=O)C.C(O[BH-](OC(=O)C)OC(=O)C)(=O)C.[Na+]. Product: [CH2:1]([C:5]1[CH:6]=[C:7]2[C:12](=[C:13]([O:15][CH:16]3[CH2:17][CH2:18][N:19]([CH2:22][CH:24]4[CH2:29][CH2:28][N:27]([C:30]([O:32][C:33]([CH3:34])([CH3:36])[CH3:35])=[O:31])[CH2:26][CH2:25]4)[CH2:20][CH2:21]3)[CH:14]=1)[N:11]=[CH:10][CH:9]=[CH:8]2)[CH2:2][CH2:3][CH3:4]. The catalyst class is: 2. (3) Reactant: [CH3:1][C:2]1[O:6][C:5]([C:7]2[CH:12]=[CH:11][CH:10]=[CH:9][CH:8]=2)=[N:4][C:3]=1[CH2:13][O:14][C:15]1[CH:32]=[CH:31][C:18]([CH2:19][O:20][C:21]2[C:26]([CH2:27][C:28]([OH:30])=[O:29])=[CH:25][CH:24]=[CH:23][N:22]=2)=[CH:17][CH:16]=1.[OH-].[K+:34].CO. Product: [CH3:1][C:2]1[O:6][C:5]([C:7]2[CH:8]=[CH:9][CH:10]=[CH:11][CH:12]=2)=[N:4][C:3]=1[CH2:13][O:14][C:15]1[CH:32]=[CH:31][C:18]([CH2:19][O:20][C:21]2[C:26]([CH2:27][C:28]([O-:30])=[O:29])=[CH:25][CH:24]=[CH:23][N:22]=2)=[CH:17][CH:16]=1.[K+:34]. The catalyst class is: 7.